Dataset: Forward reaction prediction with 1.9M reactions from USPTO patents (1976-2016). Task: Predict the product of the given reaction. (1) Given the reactants [CH2:1]([C:5]1[CH:10]=[CH:9][C:8]([S:11]([C:14]2[CH:24]=[CH:23][C:17]3[CH2:18][CH2:19][NH:20][CH2:21][CH2:22][C:16]=3[CH:15]=2)(=[O:13])=[O:12])=[CH:7][CH:6]=1)[CH2:2][CH2:3][CH3:4].[C:25](O[BH-](OC(=O)C)OC(=O)C)(=O)C.[Na+].C=O.ClCCCl, predict the reaction product. The product is: [CH2:1]([C:5]1[CH:6]=[CH:7][C:8]([S:11]([C:14]2[CH:24]=[CH:23][C:17]3[CH2:18][CH2:19][N:20]([CH3:25])[CH2:21][CH2:22][C:16]=3[CH:15]=2)(=[O:12])=[O:13])=[CH:9][CH:10]=1)[CH2:2][CH2:3][CH3:4]. (2) Given the reactants [CH:1]1([CH2:4][N:5]2[CH2:30][CH2:29][C@:12]34[C:13]5[C:14]6[O:28][C@H:11]3[C:10](=[CH2:31])[CH2:9][CH2:8][C@@:7]4([O:32][CH2:33][CH2:34][CH2:35][C:36]3[CH:41]=[CH:40][CH:39]=[CH:38][CH:37]=3)[C@H:6]2[CH2:19][C:18]=5[CH:17]=[CH:16][C:15]=6[O:20]CC2C=CC=CC=2)[CH2:3][CH2:2]1.C(O)(C(F)(F)F)=O, predict the reaction product. The product is: [CH:1]1([CH2:4][N:5]2[CH2:30][CH2:29][C@:12]34[C:13]5[C:14]6[O:28][C@H:11]3[C:10](=[CH2:31])[CH2:9][CH2:8][C@@:7]4([O:32][CH2:33][CH2:34][CH2:35][C:36]3[CH:37]=[CH:38][CH:39]=[CH:40][CH:41]=3)[C@H:6]2[CH2:19][C:18]=5[CH:17]=[CH:16][C:15]=6[OH:20])[CH2:2][CH2:3]1. (3) Given the reactants [H-].[H-].[H-].[H-].[Li+].[Al+3].[CH2:7]([N:9]([CH2:26][CH3:27])[C:10](=O)[CH:11]([N:19]1[CH2:24][CH2:23][NH:22][CH2:21][CH2:20]1)[C:12]1[CH:17]=[CH:16][CH:15]=[CH:14][C:13]=1[CH3:18])[CH3:8], predict the reaction product. The product is: [CH2:26]([N:9]([CH2:7][CH3:8])[CH2:10][CH:11]([N:19]1[CH2:24][CH2:23][NH:22][CH2:21][CH2:20]1)[C:12]1[CH:17]=[CH:16][CH:15]=[CH:14][C:13]=1[CH3:18])[CH3:27]. (4) Given the reactants C(Cl)(=O)C(Cl)=O.CS(C)=O.[C:11]([O:15][C:16](=[O:26])[NH:17][C@@H:18]1[CH2:23][CH2:22][CH2:21][CH2:20][C@H:19]1[CH2:24][OH:25])([CH3:14])([CH3:13])[CH3:12].C(N(CC)CC)C, predict the reaction product. The product is: [C:11]([O:15][C:16](=[O:26])[NH:17][C@@H:18]1[CH2:23][CH2:22][CH2:21][CH2:20][C@H:19]1[CH:24]=[O:25])([CH3:14])([CH3:12])[CH3:13].